From a dataset of Catalyst prediction with 721,799 reactions and 888 catalyst types from USPTO. Predict which catalyst facilitates the given reaction. (1) Reactant: [NH2:1][CH2:2][CH2:3][OH:4].[Cl:5][C:6]1[CH:11]=[CH:10][CH:9]=[C:8](Cl)[N:7]=1. Product: [Cl:5][C:6]1[N:7]=[C:8]([NH:1][CH2:2][CH2:3][OH:4])[CH:9]=[CH:10][CH:11]=1. The catalyst class is: 300. (2) Reactant: C[Si]([N-][Si](C)(C)C)(C)C.[K+].[CH2:11]([O:18][CH2:19][C:20]([NH:22][C:23]1[C:32]([CH3:33])=[CH:31][C:30]([Br:34])=[CH:29][C:24]=1[C:25](OC)=[O:26])=[O:21])[C:12]1[CH:17]=[CH:16][CH:15]=[CH:14][CH:13]=1.Cl. Product: [CH2:11]([O:18][C:19]1[C:20](=[O:21])[NH:22][C:23]2[C:24]([C:25]=1[OH:26])=[CH:29][C:30]([Br:34])=[CH:31][C:32]=2[CH3:33])[C:12]1[CH:17]=[CH:16][CH:15]=[CH:14][CH:13]=1. The catalyst class is: 11. (3) Reactant: [Cl:1][C:2]1[CH:10]=[CH:9][C:5]([C:6](O)=[O:7])=[C:4]([N+:11]([O-:13])=[O:12])[CH:3]=1.O. Product: [Cl:1][C:2]1[CH:10]=[CH:9][C:5]([CH2:6][OH:7])=[C:4]([N+:11]([O-:13])=[O:12])[CH:3]=1. The catalyst class is: 1.